Dataset: Forward reaction prediction with 1.9M reactions from USPTO patents (1976-2016). Task: Predict the product of the given reaction. (1) Given the reactants O1CCCC1.[F:6][C:7]1[CH:15]=[C:14]2[C:10]([CH:11]=[CH:12][NH:13]2)=[CH:9][CH:8]=1.[F:16][C:17]([F:28])([F:27])[C:18](O[C:18](=[O:19])[C:17]([F:28])([F:27])[F:16])=[O:19], predict the reaction product. The product is: [F:16][C:17]([F:28])([F:27])[C:18]([C:11]1[C:10]2[C:14](=[CH:15][C:7]([F:6])=[CH:8][CH:9]=2)[NH:13][CH:12]=1)=[O:19]. (2) Given the reactants [OH:1][C@H:2]([C:28]1[CH:33]=[CH:32][CH:31]=[CH:30][CH:29]=1)[C:3]([NH:5][C:6]1[CH:11]=[CH:10][C:9]([C:12]2[CH:16]=[C:15]([C:17]([NH:19][CH:20]([CH:25]([CH3:27])[CH3:26])[C:21]([O:23]C)=[O:22])=[O:18])[O:14][N:13]=2)=[CH:8][CH:7]=1)=[O:4].O.[OH-].[Li+].Cl, predict the reaction product. The product is: [OH:1][C@H:2]([C:28]1[CH:29]=[CH:30][CH:31]=[CH:32][CH:33]=1)[C:3]([NH:5][C:6]1[CH:7]=[CH:8][C:9]([C:12]2[CH:16]=[C:15]([C:17]([NH:19][CH:20]([CH:25]([CH3:26])[CH3:27])[C:21]([OH:23])=[O:22])=[O:18])[O:14][N:13]=2)=[CH:10][CH:11]=1)=[O:4]. (3) Given the reactants I.[CH3:2][C:3]1[CH:8]=[CH:7][C:6]([C@H:9]2[C@@H:13]([C:14]3[CH:19]=[CH:18][C:17]([CH3:20])=[CH:16][CH:15]=3)[NH:12][C:11]([S:21][CH3:22])=[N:10]2)=[CH:5][CH:4]=1.[C:23]([O:27][C:28](O[C:28]([O:27][C:23]([CH3:26])([CH3:25])[CH3:24])=[O:29])=[O:29])([CH3:26])([CH3:25])[CH3:24].C(N(CC)CC)C, predict the reaction product. The product is: [CH3:2][C:3]1[CH:4]=[CH:5][C:6]([C@H:9]2[C@@H:13]([C:14]3[CH:19]=[CH:18][C:17]([CH3:20])=[CH:16][CH:15]=3)[N:12]([C:28]([O:27][C:23]([CH3:26])([CH3:25])[CH3:24])=[O:29])[C:11]([S:21][CH3:22])=[N:10]2)=[CH:7][CH:8]=1.